From a dataset of Full USPTO retrosynthesis dataset with 1.9M reactions from patents (1976-2016). Predict the reactants needed to synthesize the given product. Given the product [OH:35][C:34]1[C:33]([CH2:20][CH2:19][CH:18]([CH3:23])[CH3:17])=[C:32]([OH:36])[C:31]([CH2:10][CH2:9][CH:6]([CH3:5])[CH3:7])([CH2:25][CH2:26][CH:28]([CH3:34])[CH3:29])[C:29](=[O:30])[C:28]=1[C:26](=[O:27])[CH2:25][CH2:24][C:21]1[CH:22]=[CH:23][C:18]([C:17]([F:37])([F:38])[F:16])=[CH:19][CH:20]=1, predict the reactants needed to synthesize it. The reactants are: FC(F)(F)C1C=[CH:7][C:6]([CH2:9][CH2:10]C(O)=O)=[CH:5]C=1.[F:16][C:17]([F:38])([F:37])[C:18]1[CH:23]=[CH:22][C:21]([CH2:24][CH2:25][C:26]([C:28]2[C:34]([OH:35])=[CH:33][C:32]([OH:36])=[CH:31][C:29]=2[OH:30])=[O:27])=[CH:20][CH:19]=1.